This data is from Peptide-MHC class I binding affinity with 185,985 pairs from IEDB/IMGT. The task is: Regression. Given a peptide amino acid sequence and an MHC pseudo amino acid sequence, predict their binding affinity value. This is MHC class I binding data. The peptide sequence is NPVPVGNIY. The MHC is Patr-B0101 with pseudo-sequence Patr-B0101. The binding affinity (normalized) is 0.